This data is from Full USPTO retrosynthesis dataset with 1.9M reactions from patents (1976-2016). The task is: Predict the reactants needed to synthesize the given product. Given the product [C:43]([O:46][CH:21]1[CH2:20][N:19]([CH2:32][CH2:33][CH2:34][CH2:35][CH2:36][CH2:37][C:38]([O:40][CH2:41][CH3:42])=[O:39])[C:10]2=[N:11][C:12]([C:13]3[CH:14]=[CH:15][CH:16]=[CH:17][CH:18]=3)=[C:7]([C:1]3[CH:2]=[CH:3][CH:4]=[CH:5][CH:6]=3)[N:8]=[C:9]2[CH:22]1[O:40][C:38](=[O:39])[CH3:37])(=[O:45])[CH3:44], predict the reactants needed to synthesize it. The reactants are: [C:1]1([C:7]2[N:8]=[C:9]3[CH:22](CC([O-])=O)[CH:21](CC([O-])=O)[CH2:20][NH:19][C:10]3=[N:11][C:12]=2[C:13]2[CH:18]=[CH:17][CH:16]=[CH:15][CH:14]=2)[CH:6]=[CH:5][CH:4]=[CH:3][CH:2]=1.O=[CH:32][CH2:33][CH2:34][CH2:35][CH2:36][CH2:37][C:38]([O:40][CH2:41][CH3:42])=[O:39].[C:43]([O:46][BH-]([O:46][C:43](=[O:45])[CH3:44])[O:46][C:43](=[O:45])[CH3:44])(=[O:45])[CH3:44].[Na+].